This data is from Experimentally validated miRNA-target interactions with 360,000+ pairs, plus equal number of negative samples. The task is: Binary Classification. Given a miRNA mature sequence and a target amino acid sequence, predict their likelihood of interaction. (1) The miRNA is mmu-miR-297a-5p with sequence AUGUAUGUGUGCAUGUGCAUGU. The protein sequence of the target gene is MAALASSLIRQKREVREPGGSRPVSAQRRVCPRGTKSLCQKQLLILLSKVRLCGGRPTRQDRGPEPQLKGIVTKLFCRQGFYLQANPDGSIQGTPEDTSSFTHFNLIPVGLRVVTIQSAKLGHYMAMNAEGLLYSSPHFTAECRFKECVFENYYVLYASALYRQRRSGRAWYLGLDKEGRVMKGNRVKKTKAAAHFVPKLLEVAMYREPSLHSVPETSPSSPPAH. Result: 1 (interaction). (2) The miRNA is mmu-miR-582-3p with sequence UAACCUGUUGAACAACUGAAC. The protein sequence of the target gene is MTVKLGDAGSGEEGLKKLGKRTADEESLDGEGPGGADAADSSSTKRDGQTPRASGAPAPPRGLPTPSPPQGSPQDQHHFLRSSVRPQSKRPRKDAPCALGSGGASGSGPRGKGSDGGASSSGNVSGATPATPAGGSRSSSRNIGSSGPEKEEGKKVRRQWESWSTEDKNTFFEGLYEHGKDFEAIQNNIALKYKKKGKPASMVKNKEQVRHFYYRTWHKITKYIDFDNVFSRGLKKSSQELYGLICYGELRKKIGGCMDDKNATKLNELIQVGATTVRYKGRNLRIKAPMCRALKKLCDP.... Result: 0 (no interaction). (3) The miRNA is hsa-miR-25-5p with sequence AGGCGGAGACUUGGGCAAUUG. The protein sequence of the target gene is MADTIFGSGNDQWVCPNDRQLALRAKLQTGWSVHTYQTEKQRRKQHLSPAEVEAILQVIQRAERLDVLEQQRIGRLVERLETMRRNVMGNGLSQCLLCGEVLGFLGSSSVFCKDCRKKVCTKCGIEASPGQKRPLWLCKICSEQREVWKRSGAWFYKGLPKYILPLKTPGRADDPHFRPLPTEPAEREPRSSETSRIYTWARGRVVSSDSDSDSDLSSSSLEDRLPSTGVRDRKGDKPWKESGGSVEAPRMGFTHPPGHLSGCQSSLASGETGTGSADPPGGPRPGLTRRAPVKDTPGRA.... Result: 1 (interaction).